Dataset: Full USPTO retrosynthesis dataset with 1.9M reactions from patents (1976-2016). Task: Predict the reactants needed to synthesize the given product. (1) Given the product [CH3:45][CH2:46][CH2:47][CH2:48][CH2:49][CH2:50][CH2:51][CH2:52][CH2:53][CH2:54][CH2:55][CH2:56][O:57][S:58]([O-:61])(=[O:60])=[O:59].[Na+:62].[CH3:63][C@@H:64]([C@@H:84]1[C@@:88]2([CH3:87])[C@@H:89]([OH:104])[CH2:90][C@@H:91]3[C@@:96]4([CH3:102])[CH2:97][CH2:98][C@@H:5]([OH:6])[CH2:4][C@H:95]4[CH2:18][CH2:17][C@H:16]3[C@@H:21]2[CH2:20][CH2:19]1)[CH2:65][CH2:66][C:67]([OH:68])=[O:41], predict the reactants needed to synthesize it. The reactants are: C(O)CS[CH2:4][CH2:5][OH:6].CC(CC([C:16]1[CH:21]=[CH:20][C:19](OCCOCCO)=[CH:18][CH:17]=1)(C)C)(C)C.CCCCCCCCCCCC[O:41]CCO.[CH3:45][CH2:46][CH2:47][CH2:48][CH2:49][CH2:50][CH2:51][CH2:52][CH2:53][CH2:54][CH2:55][CH2:56][O:57][S:58]([O-:61])(=[O:60])=[O:59].[Na+:62].[CH3:63][C@@H:64]([C@@H:84]1[C@@:88]2(C)[C@@H:89]([OH:104])[CH2:90][C@@H:91]3[C@@:96]4([CH3:102])[CH2:97][CH2:98][C@@H](O)C[C@H:95]4C[C@@H](O)[C@H]3[C@@H:87]2CC1)[CH2:65][CH2:66][C:67](NCCC[N+](CC(O)CS([O-])(=O)=O)(C)C)=[O:68]. (2) Given the product [NH2:33][C:10]([C:8]1[NH:7][C:6]2[CH:40]=[CH:41][C:3]([C:1]#[N:2])=[CH:4][C:5]=2[N:9]=1)([C:12]1[C:20]([CH3:21])=[CH:19][C:18]([CH3:22])=[C:17]2[C:13]=1[CH:14]=[CH:15][N:16]2[S:23]([C:26]1[CH:27]=[CH:28][C:29]([CH3:30])=[CH:31][CH:32]=1)(=[O:25])=[O:24])[CH3:11], predict the reactants needed to synthesize it. The reactants are: [C:1]([C:3]1[CH:41]=[CH:40][C:6]2[N:7]=[C:8]([C:10]([NH:33]S(C(C)(C)C)=O)([C:12]3[C:20]([CH3:21])=[CH:19][C:18]([CH3:22])=[C:17]4[C:13]=3[CH:14]=[CH:15][N:16]4[S:23]([C:26]3[CH:32]=[CH:31][C:29]([CH3:30])=[CH:28][CH:27]=3)(=[O:25])=[O:24])[CH3:11])[NH:9][C:5]=2[CH:4]=1)#[N:2].Cl. (3) Given the product [CH2:1]=[C:2]([CH2:6][C:7]1[CH:12]=[CH:11][CH:10]=[CH:9][CH:8]=1)[C:3]([O:5][CH2:19][C:20]1[CH:25]=[CH:24][CH:23]=[CH:22][CH:21]=1)=[O:4], predict the reactants needed to synthesize it. The reactants are: [CH2:1]=[C:2]([CH2:6][C:7]1[CH:12]=[CH:11][CH:10]=[CH:9][CH:8]=1)[C:3]([OH:5])=[O:4].C(=O)([O-])[O-].[K+].[K+].[CH2:19](Br)[C:20]1[CH:25]=[CH:24][CH:23]=[CH:22][CH:21]=1.C(OCC)(=O)C. (4) Given the product [Br:1][C:2]1[C:3]([CH:13]2[CH2:15][CH2:14]2)=[C:4]2[C:9](=[CH:10][CH:11]=1)[N:8]1[C:16]([CH3:17])=[N:19][N:20]=[C:7]1[CH2:6][CH2:5]2, predict the reactants needed to synthesize it. The reactants are: [Br:1][C:2]1[C:3]([CH:13]2[CH2:15][CH2:14]2)=[C:4]2[C:9](=[CH:10][CH:11]=1)[NH:8][C:7](=S)[CH2:6][CH2:5]2.[C:16]([NH:19][NH2:20])(=O)[CH3:17]. (5) Given the product [F:44][C:41]1[CH:39]=[C:14]([C:11]2[CH:12]=[CH:13][C:8]3[N:7]=[C:24]([C:26]4[CH:31]=[CH:30][CH:29]=[C:28]([N:32]5[CH:36]=[CH:35][N:34]=[CH:33]5)[CH:27]=4)[CH2:23][C:22](=[O:37])[NH:21][C:9]=3[CH:10]=2)[CH:15]=[CH:16][CH:17]=1, predict the reactants needed to synthesize it. The reactants are: C(OC(=O)[NH:7][C:8]1[CH:13]=[CH:12][C:11]([C:14]2C=C[CH:17]=[C:16](F)[CH:15]=2)=[CH:10][C:9]=1[NH:21][C:22](=[O:37])[CH2:23][C:24]([C:26]1[CH:31]=[CH:30][CH:29]=[C:28]([N:32]2[CH:36]=[CH:35][N:34]=[CH:33]2)[CH:27]=1)=O)(C)(C)C.[C:39](O)([C:41]([F:44])(F)F)=O. (6) Given the product [Cl:18][C:16]1[CH:15]=[C:11]([CH:10]=[C:9]([N:6]2[CH2:5][CH2:4][CH:3]([NH:2][C:28]([C:22]3[NH:23][C:24]([CH3:27])=[C:25]([CH3:26])[C:21]=3[CH2:19][CH3:20])=[O:29])[CH2:8][CH2:7]2)[N:17]=1)[C:12]([NH2:14])=[O:13], predict the reactants needed to synthesize it. The reactants are: Cl.[NH2:2][CH:3]1[CH2:8][CH2:7][N:6]([C:9]2[CH:10]=[C:11]([CH:15]=[C:16]([Cl:18])[N:17]=2)[C:12]([NH2:14])=[O:13])[CH2:5][CH2:4]1.[CH2:19]([C:21]1[C:25]([CH3:26])=[C:24]([CH3:27])[NH:23][C:22]=1[C:28](O)=[O:29])[CH3:20]. (7) Given the product [Cl:1][C:2]1[CH:7]=[CH:6][C:5]([N+:8]([O-:10])=[O:9])=[C:4]([N:19]2[CH:20]=[C:21]([CH3:23])[N:22]=[C:18]2[CH:12]2[CH2:13][CH2:14][CH2:15][CH2:16][CH2:17]2)[CH:3]=1, predict the reactants needed to synthesize it. The reactants are: [Cl:1][C:2]1[CH:7]=[CH:6][C:5]([N+:8]([O-:10])=[O:9])=[C:4](F)[CH:3]=1.[CH:12]1([C:18]2[NH:19][CH:20]=[C:21]([CH3:23])[N:22]=2)[CH2:17][CH2:16][CH2:15][CH2:14][CH2:13]1.C(#N)C. (8) Given the product [Cl:8][C:4]1[CH:5]=[N:6][CH:7]=[C:2]([C:11]2[CH:10]=[CH:9][C:18]3[C:13](=[CH:14][CH:15]=[CH:16][CH:17]=3)[CH:12]=2)[N:3]=1, predict the reactants needed to synthesize it. The reactants are: Cl[C:2]1[CH:7]=[N:6][CH:5]=[C:4]([Cl:8])[N:3]=1.[CH:9]1[C:18]2[C:13](=[CH:14][CH:15]=[CH:16][CH:17]=2)[CH:12]=[CH:11][C:10]=1B(O)O.C(=O)([O-])[O-].[K+].[K+]. (9) Given the product [Br:5][C:6]1[CH:7]=[C:8]2[C:14]([C:15](=[O:17])[CH3:16])=[CH:13][NH:12][C:9]2=[N:10][CH:11]=1, predict the reactants needed to synthesize it. The reactants are: [Cl-].[Al+3].[Cl-].[Cl-].[Br:5][C:6]1[CH:7]=[C:8]2[CH:14]=[CH:13][NH:12][C:9]2=[N:10][CH:11]=1.[C:15](Cl)(=[O:17])[CH3:16].